From a dataset of Forward reaction prediction with 1.9M reactions from USPTO patents (1976-2016). Predict the product of the given reaction. (1) Given the reactants [C:1]1([N:7]2[C:11]3([CH2:16][CH2:15][NH:14][CH2:13][CH2:12]3)[C:10](=[O:17])[NH:9][CH2:8]2)[CH:6]=[CH:5][CH:4]=[CH:3][CH:2]=1.N1C=CC=CC=1.Cl[C:25]([O:27][CH2:28][C:29]1[CH:34]=[CH:33][CH:32]=[CH:31][CH:30]=1)=[O:26], predict the reaction product. The product is: [O:17]=[C:10]1[C:11]2([CH2:12][CH2:13][N:14]([C:25]([O:27][CH2:28][C:29]3[CH:34]=[CH:33][CH:32]=[CH:31][CH:30]=3)=[O:26])[CH2:15][CH2:16]2)[N:7]([C:1]2[CH:2]=[CH:3][CH:4]=[CH:5][CH:6]=2)[CH2:8][NH:9]1. (2) Given the reactants [C:1]1([C:7]2[CH:8]=[C:9]([N:13]3[CH2:18][CH2:17][O:16][CH2:15][CH2:14]3)[N:10]=[N:11][CH:12]=2)[CH:6]=[CH:5][CH:4]=[CH:3][CH:2]=1.[Br:19][CH2:20][CH2:21][CH:22]=[CH2:23].CCOCC, predict the reaction product. The product is: [Br-:19].[CH2:23]([N+:11]1[CH:12]=[C:7]([C:1]2[CH:2]=[CH:3][CH:4]=[CH:5][CH:6]=2)[CH:8]=[C:9]([N:13]2[CH2:18][CH2:17][O:16][CH2:15][CH2:14]2)[N:10]=1)[CH2:22][CH:21]=[CH2:20]. (3) Given the reactants [CH2:1]([N:3]1[CH2:8][CH2:7][N:6]([C:9]2[C:18]3[C:13](=[CH:14][CH:15]=[CH:16][CH:17]=3)[CH:12]=[C:11]([C:19]3[S:23][C:22]([CH:24]4OCCC[O:25]4)=[N:21][CH:20]=3)[N:10]=2)[CH2:5][CH2:4]1)[CH3:2].Cl.[OH-].[Na+], predict the reaction product. The product is: [CH2:1]([N:3]1[CH2:8][CH2:7][N:6]([C:9]2[C:18]3[C:13](=[CH:14][CH:15]=[CH:16][CH:17]=3)[CH:12]=[C:11]([C:19]3[S:23][C:22]([CH:24]=[O:25])=[N:21][CH:20]=3)[N:10]=2)[CH2:5][CH2:4]1)[CH3:2].